This data is from Forward reaction prediction with 1.9M reactions from USPTO patents (1976-2016). The task is: Predict the product of the given reaction. (1) Given the reactants [ClH:1].[CH3:2][C:3]1[C:4]2[CH2:5][N:6](CC3C=CC=CC=3)[C@@H:7]3[C@@H:12]([C:13]=2[CH:14]=[CH:15][CH:16]=1)[C:11]1[CH:17]=[C:18]([O:23][CH3:24])[C:19]([O:21][CH3:22])=[CH:20][C:10]=1[CH2:9][CH2:8]3.CC(C)C, predict the reaction product. The product is: [ClH:1].[CH3:2][C:3]1[C:4]2[CH2:5][NH:6][C@@H:7]3[C@@H:12]([C:13]=2[CH:14]=[CH:15][CH:16]=1)[C:11]1[CH:17]=[C:18]([O:23][CH3:24])[C:19]([O:21][CH3:22])=[CH:20][C:10]=1[CH2:9][CH2:8]3. (2) The product is: [NH2:1][C:2]1[N:7]=[C:6]([NH2:8])[C:5]([CH2:9][C:10]2[CH:23]=[C:22]([O:24][CH3:25])[C:13]([O:14][CH2:15][CH2:16][CH2:17][CH2:18][C:19]([NH:42][CH2:43][CH2:44][O:45][CH2:46][CH2:47][NH:48][C:49]([C:51]34[CH2:52][CH:53]5[CH2:59][CH:57]([CH2:56][CH:55]([CH2:54]5)[CH2:60]3)[CH2:58]4)=[O:50])=[O:21])=[C:12]([O:26][CH3:27])[CH:11]=2)=[CH:4][N:3]=1. Given the reactants [NH2:1][C:2]1[N:7]=[C:6]([NH2:8])[C:5]([CH2:9][C:10]2[CH:23]=[C:22]([O:24][CH3:25])[C:13]([O:14][CH2:15][CH2:16][CH2:17][CH2:18][C:19]([OH:21])=O)=[C:12]([O:26][CH3:27])[CH:11]=2)=[CH:4][N:3]=1.C(Cl)CCl.C1C=CC2N(O)N=NC=2C=1.[NH2:42][CH2:43][CH2:44][O:45][CH2:46][CH2:47][NH:48][C:49]([C:51]12[CH2:60][CH:55]3[CH2:56][CH:57]([CH2:59][CH:53]([CH2:54]3)[CH2:52]1)[CH2:58]2)=[O:50].CCN(CC)CC, predict the reaction product. (3) Given the reactants C(O[BH-](OC(=O)C)OC(=O)C)(=O)C.[Na+].Br.[Cl:16][C:17]1[CH:18]=[C:19]([CH:29]=[C:30]([Cl:32])[CH:31]=1)[O:20][C:21]1[C:22]([CH3:28])=[N:23][NH:24][C:25]=1[CH2:26][NH2:27].[F:33][C:34]1[CH:41]=[CH:40][C:37]([CH:38]=O)=[CH:36][CH:35]=1, predict the reaction product. The product is: [Cl:16][C:17]1[CH:18]=[C:19]([CH:29]=[C:30]([Cl:32])[CH:31]=1)[O:20][C:21]1[C:22]([CH3:28])=[N:23][NH:24][C:25]=1[CH2:26][NH:27][CH2:38][C:37]1[CH:40]=[CH:41][C:34]([F:33])=[CH:35][CH:36]=1.